This data is from Full USPTO retrosynthesis dataset with 1.9M reactions from patents (1976-2016). The task is: Predict the reactants needed to synthesize the given product. Given the product [CH3:22][O:23][C:24]1[CH:25]=[C:26]([CH2:41][C:42]([N:1]2[CH2:5][CH2:4][CH2:3][C@H:2]2[CH2:6][O:7][C:8]2[CH:9]=[C:10]([C:18]([O:20][CH3:21])=[O:19])[C:11](=[CH:16][CH:17]=2)[C:12]([O:14][CH3:15])=[O:13])=[O:43])[CH:27]=[CH:28][C:29]=1[NH:30][C:31]([NH:33][C:34]1[CH:39]=[CH:38][CH:37]=[CH:36][C:35]=1[CH3:40])=[O:32], predict the reactants needed to synthesize it. The reactants are: [NH:1]1[CH2:5][CH2:4][CH2:3][C@H:2]1[CH2:6][O:7][C:8]1[CH:9]=[C:10]([C:18]([O:20][CH3:21])=[O:19])[C:11](=[CH:16][CH:17]=1)[C:12]([O:14][CH3:15])=[O:13].[CH3:22][O:23][C:24]1[CH:25]=[C:26]([CH2:41][C:42](O)=[O:43])[CH:27]=[CH:28][C:29]=1[NH:30][C:31]([NH:33][C:34]1[CH:39]=[CH:38][CH:37]=[CH:36][C:35]=1[CH3:40])=[O:32].CCN(CC)CC.